This data is from Full USPTO retrosynthesis dataset with 1.9M reactions from patents (1976-2016). The task is: Predict the reactants needed to synthesize the given product. (1) Given the product [CH3:21][C@:18]12[C@@:17]3([CH3:22])[C@@H:8]([C@:9]4([CH3:38])[C@@H:14]([CH2:15][CH2:16]3)[C:13]([CH3:23])([CH3:24])[C:12]([C:25]3[CH:37]=[CH:36][C:28]([C:29]([O:31][C:32]([CH3:33])([CH3:34])[CH3:35])=[O:30])=[CH:27][CH:26]=3)=[CH:11][CH2:10]4)[CH2:7][CH2:6][C@@H:5]1[C@H:4]1[C@H:39]([C:42]([CH3:44])=[CH2:43])[CH2:40][CH2:41][C@:3]1([CH2:1][NH:49][CH2:50][CH2:51][N:52]1[CH2:57][CH2:56][CH2:55][CH2:54][CH2:53]1)[CH2:20][CH2:19]2, predict the reactants needed to synthesize it. The reactants are: [CH:1]([C@:3]12[CH2:41][CH2:40][C@@H:39]([C:42]([CH3:44])=[CH2:43])[C@@H:4]1[C@@H:5]1[C@@:18]([CH3:21])([CH2:19][CH2:20]2)[C@@:17]2([CH3:22])[C@@H:8]([C@:9]3([CH3:38])[C@@H:14]([CH2:15][CH2:16]2)[C:13]([CH3:24])([CH3:23])[C:12]([C:25]2[CH:37]=[CH:36][C:28]([C:29]([O:31][C:32]([CH3:35])([CH3:34])[CH3:33])=[O:30])=[CH:27][CH:26]=2)=[CH:11][CH2:10]3)[CH2:7][CH2:6]1)=O.C(O)(=O)C.[NH2:49][CH2:50][CH2:51][N:52]1[CH2:57][CH2:56][CH2:55][CH2:54][CH2:53]1.C(O[BH-](OC(=O)C)OC(=O)C)(=O)C.[Na+]. (2) Given the product [CH3:1][O:2][C:3](=[O:21])[C:4]1[CH:9]=[C:8]([C:10](=[O:12])[CH3:11])[C:7]([C:13]([F:14])([F:16])[F:15])=[CH:6][C:5]=1[NH2:17], predict the reactants needed to synthesize it. The reactants are: [CH3:1][O:2][C:3](=[O:21])[C:4]1[CH:9]=[C:8]([C:10](=[O:12])[CH3:11])[C:7]([C:13]([F:16])([F:15])[F:14])=[CH:6][C:5]=1[NH:17]C(=O)C.O.S(=O)(=O)(O)O. (3) Given the product [NH2:1][C:2]1[CH:7]=[CH:6][C:5]([S:8][CH:26]2[CH2:31][CH2:30][N:29]([C:32]([O:34][C:35]([CH3:38])([CH3:37])[CH3:36])=[O:33])[CH2:28][CH2:27]2)=[CH:4][CH:3]=1, predict the reactants needed to synthesize it. The reactants are: [NH2:1][C:2]1[CH:7]=[CH:6][C:5]([SH:8])=[CH:4][CH:3]=1.C(=O)([O-])[O-].[K+].[K+].S(O[CH:26]1[CH2:31][CH2:30][N:29]([C:32]([O:34][C:35]([CH3:38])([CH3:37])[CH3:36])=[O:33])[CH2:28][CH2:27]1)(C1C=CC(C)=CC=1)(=O)=O. (4) Given the product [C:36]([Si:23]([O:22][CH2:21][CH2:20][C:14]1([CH2:13][CH3:12])[CH2:15][CH2:16][CH2:17][CH2:18][CH2:19]1)([C:30]1[CH:31]=[CH:32][CH:33]=[CH:34][CH:35]=1)[C:24]1[CH:29]=[CH:28][CH:27]=[CH:26][CH:25]=1)([CH3:39])([CH3:38])[CH3:37], predict the reactants needed to synthesize it. The reactants are: [H-].[Al+3].[Li+].[H-].[H-].[H-].CS(O[CH2:12][CH2:13][C:14]1([CH2:20][CH2:21][O:22][Si:23]([C:36]([CH3:39])([CH3:38])[CH3:37])([C:30]2[CH:35]=[CH:34][CH:33]=[CH:32][CH:31]=2)[C:24]2[CH:29]=[CH:28][CH:27]=[CH:26][CH:25]=2)[CH2:19][CH2:18][CH2:17][CH2:16][CH2:15]1)(=O)=O.O.[OH-].[Na+].